This data is from Catalyst prediction with 721,799 reactions and 888 catalyst types from USPTO. The task is: Predict which catalyst facilitates the given reaction. (1) Reactant: [C:1]1([CH2:7][C:8]2[CH:13]=[CH:12][CH:11]=[CH:10][C:9]=2[CH2:14]O)[CH:6]=[CH:5][CH:4]=[CH:3][CH:2]=1.[BrH:16]. Product: [Br:16][CH2:14][C:9]1[CH:10]=[CH:11][CH:12]=[CH:13][C:8]=1[CH2:7][C:1]1[CH:6]=[CH:5][CH:4]=[CH:3][CH:2]=1. The catalyst class is: 6. (2) Reactant: C[C@H](N)C1C=CC=CC=1.[CH3:10][O:11][C:12]1[CH:13]=[C:14]([CH:26]=[CH:27][C:28]=1[O:29][CH3:30])[C:15]([C@H:17]1[CH2:25][CH:24]=[CH:23][CH2:22][C@H:18]1[C:19]([OH:21])=O)=O.[ClH:31].Cl.[NH:33]1[CH2:38][CH2:37][CH:36]([NH:39][NH2:40])[CH2:35][CH2:34]1.C(N(CC)CC)C. Product: [ClH:31].[CH3:10][O:11][C:12]1[CH:13]=[C:14]([C:15]2[C@@H:17]3[C@@H:18]([CH2:22][CH:23]=[CH:24][CH2:25]3)[C:19](=[O:21])[N:39]([CH:36]3[CH2:37][CH2:38][NH:33][CH2:34][CH2:35]3)[N:40]=2)[CH:26]=[CH:27][C:28]=1[O:29][CH3:30]. The catalyst class is: 259.